This data is from Forward reaction prediction with 1.9M reactions from USPTO patents (1976-2016). The task is: Predict the product of the given reaction. (1) Given the reactants C[O:2][C:3]([C:5]1[C:13]2[N:12]=[C:11]([C:14]3[CH:19]=[CH:18][C:17]([F:20])=[CH:16][C:15]=3[Cl:21])[NH:10][C:9]=2[C:8]([OH:22])=[CH:7][CH:6]=1)=[O:4].O[Li].O, predict the reaction product. The product is: [Cl:21][C:15]1[CH:16]=[C:17]([F:20])[CH:18]=[CH:19][C:14]=1[C:11]1[NH:10][C:9]2[C:8]([OH:22])=[CH:7][CH:6]=[C:5]([C:3]([OH:4])=[O:2])[C:13]=2[N:12]=1. (2) Given the reactants I[CH:2]=[CH:3][C:4]1[CH:9]=[CH:8][C:7]([O:10][CH3:11])=[CH:6][CH:5]=1.C([Sn](CCCC)(CCCC)[C:17]1[CH:22]=[CH:21][C:20]([O:23][CH3:24])=[CH:19][C:18]=1[N+:25]([O-:27])=[O:26])CCC.O1CCCC1, predict the reaction product. The product is: [CH3:24][O:23][C:20]1[CH:21]=[CH:22][C:17]([CH:2]=[CH:3][C:4]2[CH:9]=[CH:8][C:7]([O:10][CH3:11])=[CH:6][CH:5]=2)=[C:18]([N+:25]([O-:27])=[O:26])[CH:19]=1. (3) Given the reactants [Cu][C:2]#[N:3].Br[C:5]1[CH:10]=[CH:9][C:8]([C:11]([F:14])([F:13])[F:12])=[CH:7][N:6]=1.[NH4+].[OH-], predict the reaction product. The product is: [F:12][C:11]([F:14])([F:13])[C:8]1[CH:9]=[CH:10][C:5]([C:2]#[N:3])=[N:6][CH:7]=1.